This data is from Reaction yield outcomes from USPTO patents with 853,638 reactions. The task is: Predict the reaction yield, written as a fraction of the theoretical maximum amount of product (1.0 means a 100% yield; for example, 0.34 means a 34% yield). (1) The product is [NH2:1][C:2]1[N:3]=[CH:4][C:5](/[CH:11]=[C:10](\[CH3:12])/[C:9]([O:14][CH2:15][CH3:16])=[O:13])=[CH:6][CH:7]=1. The yield is 0.370. The reactants are [NH2:1][C:2]1[CH:7]=[CH:6][C:5](Br)=[CH:4][N:3]=1.[C:9]([O:14][CH2:15][CH3:16])(=[O:13])[C:10]([CH3:12])=[CH2:11].CCN(C(C)C)C(C)C.C1(C)C=CC=CC=1P(C1C=CC=CC=1C)C1C=CC=CC=1C. The catalyst is C(#N)CC.C([O-])(=O)C.[Pd+2].C([O-])(=O)C. (2) The reactants are [CH3:1][O:2][C:3]1[CH:8]=[CH:7][C:6]([C:9]([CH3:13])([CH3:12])[CH2:10][NH2:11])=[CH:5][CH:4]=1.[F:14][C:15]([F:25])([F:24])[C:16]1[CH:23]=[CH:22][C:19]([CH:20]=O)=[CH:18][CH:17]=1. No catalyst specified. The product is [CH3:1][O:2][C:3]1[CH:8]=[CH:7][C:6]([C:9]([CH3:13])([CH3:12])[CH2:10][NH:11][CH2:20][C:19]2[CH:18]=[CH:17][C:16]([C:15]([F:14])([F:24])[F:25])=[CH:23][CH:22]=2)=[CH:5][CH:4]=1. The yield is 0.840.